This data is from Reaction yield outcomes from USPTO patents with 853,638 reactions. The task is: Predict the reaction yield, written as a fraction of the theoretical maximum amount of product (1.0 means a 100% yield; for example, 0.34 means a 34% yield). The reactants are [C:1](#[N:4])[CH:2]=[CH2:3].[NH2:5][CH:6]1[CH2:11][CH2:10][N:9]([CH2:12][C:13]2[CH:14]=[CH:15][N:16]3[C:21]=2[C:20]([NH:22][C:23]2[CH:24]=[C:25]4[C:29](=[CH:30][CH:31]=2)[N:28]([CH2:32][C:33]2[CH:38]=[CH:37][CH:36]=[C:35]([F:39])[CH:34]=2)[N:27]=[CH:26]4)=[N:19][CH:18]=[N:17]3)[CH2:8][CH2:7]1. The catalyst is CO. The product is [F:39][C:35]1[CH:34]=[C:33]([CH:38]=[CH:37][CH:36]=1)[CH2:32][N:28]1[C:29]2[C:25](=[CH:24][C:23]([NH:22][C:20]3[C:21]4=[C:13]([CH2:12][N:9]5[CH2:8][CH2:7][CH:6]([NH:5][CH2:3][CH2:2][C:1]#[N:4])[CH2:11][CH2:10]5)[CH:14]=[CH:15][N:16]4[N:17]=[CH:18][N:19]=3)=[CH:31][CH:30]=2)[CH:26]=[N:27]1. The yield is 0.760.